Dataset: Catalyst prediction with 721,799 reactions and 888 catalyst types from USPTO. Task: Predict which catalyst facilitates the given reaction. (1) Reactant: [C:1]([C:3]1[CH:4]=[C:5]([C:13]2[O:17][N:16]=[C:15]([C:18]3[CH:27]=[CH:26][CH:25]=[C:24]4[C:19]=3[CH2:20][CH2:21][N:22](C(OC(C)(C)C)=O)[CH2:23]4)[N:14]=2)[CH:6]=[CH:7][C:8]=1[O:9][CH:10]([CH3:12])[CH3:11])#[N:2].Cl. Product: [CH3:12][CH:10]([O:9][C:8]1[CH:7]=[CH:6][C:5]([C:13]2[O:17][N:16]=[C:15]([C:18]3[CH:27]=[CH:26][CH:25]=[C:24]4[C:19]=3[CH2:20][CH2:21][NH:22][CH2:23]4)[N:14]=2)=[CH:4][C:3]=1[C:1]#[N:2])[CH3:11]. The catalyst class is: 169. (2) Reactant: N1N[N:3]=[N:4][C:5]=1[C:6]1[N:11]=[C:10]([C:12]2[CH:17]=[CH:16][CH:15]=[CH:14][N:13]=2)[CH:9]=[CH:8][CH:7]=1.[C:18](Cl)(=[O:28])[C:19]1[CH:27]=[CH:26][CH:25]=[C:21]([C:22](Cl)=[O:23])[CH:20]=1.O. Product: [N:11]1[C:6]([C:5]2[O:28][C:18]([C:19]3[CH:27]=[CH:26][CH:25]=[C:21]([C:22]4[O:23][C:5]([C:6]5[N:11]=[C:10]([C:12]6[CH:17]=[CH:16][CH:15]=[CH:14][N:13]=6)[CH:9]=[CH:8][CH:7]=5)=[N:4][N:3]=4)[CH:20]=3)=[N:3][N:4]=2)=[CH:7][CH:8]=[CH:9][C:10]=1[C:12]1[CH:17]=[CH:16][CH:15]=[CH:14][N:13]=1. The catalyst class is: 17. (3) Reactant: Cl.C(N([CH:7]([C:11]([OH:13])=O)[C:8](O)=O)CC)C.ClCCl.C([N:19]([CH:22]([C:26]([O-:28])=[O:27])[C:23]([O-:25])=[O:24])CC)C.C(Cl)(=O)C=C. Product: [C:11]([NH2:19])(=[O:13])[CH:7]=[CH2:8].[C:26]([OH:28])(=[O:27])[CH2:22][C:23]([OH:25])=[O:24]. The catalyst class is: 66. (4) Reactant: [Cl:1][C:2]1[CH:7]=[CH:6][C:5]([S:8]([NH:11][C:12]2[C:13]([C:19]([NH:21][NH2:22])=O)=[N:14][CH:15]=[C:16]([Cl:18])[CH:17]=2)(=[O:10])=[O:9])=[CH:4][C:3]=1[C:23]([F:26])([F:25])[F:24].[CH3:27]OC(OC)OC.C(#N)C.[CH2:37]([O:39][C:40](=[O:45])[CH2:41][CH:42]([NH2:44])[CH3:43])[CH3:38]. Product: [CH2:37]([O:39][C:40](=[O:45])[CH2:41][CH:42]([N:44]1[CH:27]=[N:22][N:21]=[C:19]1[C:13]1[C:12]([NH:11][S:8]([C:5]2[CH:6]=[CH:7][C:2]([Cl:1])=[C:3]([C:23]([F:24])([F:25])[F:26])[CH:4]=2)(=[O:9])=[O:10])=[CH:17][C:16]([Cl:18])=[CH:15][N:14]=1)[CH3:43])[CH3:38]. The catalyst class is: 15. (5) Reactant: [Cl:1][C:2]1[C:3]([C:8]2[CH:9]=[C:10]3[C:14](=[C:15]([O:17][CH2:18][CH2:19][C:20]4[CH:25]=[CH:24][CH:23]=[CH:22][N:21]=4)[CH:16]=2)[N:13](C(OC(C)(C)C)=O)[N:12]=[C:11]3[NH:33][C:34]2[CH:38]=[CH:37][N:36]([CH3:39])[N:35]=2)=[N:4][CH:5]=[CH:6][CH:7]=1.Cl.C(=O)([O-])O.[Na+]. Product: [Cl:1][C:2]1[C:3]([C:8]2[CH:9]=[C:10]3[C:14](=[C:15]([O:17][CH2:18][CH2:19][C:20]4[CH:25]=[CH:24][CH:23]=[CH:22][N:21]=4)[CH:16]=2)[NH:13][N:12]=[C:11]3[NH:33][C:34]2[CH:38]=[CH:37][N:36]([CH3:39])[N:35]=2)=[N:4][CH:5]=[CH:6][CH:7]=1. The catalyst class is: 8.